From a dataset of HIV replication inhibition screening data with 41,000+ compounds from the AIDS Antiviral Screen. Binary Classification. Given a drug SMILES string, predict its activity (active/inactive) in a high-throughput screening assay against a specified biological target. The compound is Cc1c(Cc2ccccc2)n(C(C)OCCO)c(=O)[nH]c1=O. The result is 0 (inactive).